The task is: Regression. Given two drug SMILES strings and cell line genomic features, predict the synergy score measuring deviation from expected non-interaction effect.. This data is from NCI-60 drug combinations with 297,098 pairs across 59 cell lines. (1) Drug 1: C1=CC(=CC=C1CCC2=CNC3=C2C(=O)NC(=N3)N)C(=O)NC(CCC(=O)O)C(=O)O. Synergy scores: CSS=28.3, Synergy_ZIP=-4.06, Synergy_Bliss=-5.58, Synergy_Loewe=-3.11, Synergy_HSA=-0.941. Drug 2: C(CC(=O)O)C(=O)CN.Cl. Cell line: COLO 205. (2) Synergy scores: CSS=36.2, Synergy_ZIP=2.02, Synergy_Bliss=2.44, Synergy_Loewe=-29.3, Synergy_HSA=-1.82. Drug 1: C1=CC(=CC=C1C#N)C(C2=CC=C(C=C2)C#N)N3C=NC=N3. Cell line: HL-60(TB). Drug 2: CC1=C(C(=O)C2=C(C1=O)N3CC4C(C3(C2COC(=O)N)OC)N4)N. (3) Drug 1: C1=CN(C(=O)N=C1N)C2C(C(C(O2)CO)O)O.Cl. Drug 2: CC1=C(C=C(C=C1)NC(=O)C2=CC=C(C=C2)CN3CCN(CC3)C)NC4=NC=CC(=N4)C5=CN=CC=C5. Cell line: HCT-15. Synergy scores: CSS=16.2, Synergy_ZIP=-9.50, Synergy_Bliss=-11.5, Synergy_Loewe=-30.3, Synergy_HSA=-13.5. (4) Cell line: UO-31. Drug 1: CC12CCC(CC1=CCC3C2CCC4(C3CC=C4C5=CN=CC=C5)C)O. Synergy scores: CSS=0.0795, Synergy_ZIP=-5.39, Synergy_Bliss=-9.86, Synergy_Loewe=-17.2, Synergy_HSA=-9.53. Drug 2: C(CN)CNCCSP(=O)(O)O.